Dataset: Forward reaction prediction with 1.9M reactions from USPTO patents (1976-2016). Task: Predict the product of the given reaction. The product is: [CH3:1][O:2][C:3]1[CH:8]=[N:7][C:6]([N:9]2[CH:13]=[N:12][C:11]([CH2:14][OH:15])=[N:10]2)=[C:5]2[NH:18][CH:19]=[CH:20][C:4]=12. Given the reactants [CH3:1][O:2][C:3]1[CH:8]=[N:7][C:6]([N:9]2[CH:13]=[N:12][C:11]([C:14](OC)=[O:15])=[N:10]2)=[C:5]2[NH:18][CH:19]=[CH:20][C:4]=12.[H-].[H-].[H-].[H-].[Li+].[Al+3], predict the reaction product.